From a dataset of Full USPTO retrosynthesis dataset with 1.9M reactions from patents (1976-2016). Predict the reactants needed to synthesize the given product. Given the product [CH3:27][C:24]1[N:23]=[N:22][C:21]([C:6]2[CH:11]=[CH:10][CH:9]=[CH:8][N:7]=2)=[CH:26][CH:25]=1, predict the reactants needed to synthesize it. The reactants are: C([Sn](CCCC)(CCCC)[C:6]1[CH:11]=[CH:10][CH:9]=[CH:8][N:7]=1)CCC.I[C:21]1[N:22]=[N:23][C:24]([CH3:27])=[CH:25][CH:26]=1.O.